From a dataset of Forward reaction prediction with 1.9M reactions from USPTO patents (1976-2016). Predict the product of the given reaction. (1) Given the reactants [CH:1](=O)[C:2]1[CH:7]=[CH:6][CH:5]=[CH:4][CH:3]=1.[CH3:9][C:10]([CH3:12])=[O:11].[OH-].[Na+].O, predict the reaction product. The product is: [C:2]1([CH:1]=[CH:9][C:10](=[O:11])[CH:12]=[CH:1][C:2]2[CH:7]=[CH:6][CH:5]=[CH:4][CH:3]=2)[CH:7]=[CH:6][CH:5]=[CH:4][CH:3]=1. (2) Given the reactants [C:1]([N:4]1[CH2:9][CH2:8][CH:7]([CH2:10][CH2:11][C:12]([OH:14])=O)[CH2:6][CH2:5]1)(=[O:3])[CH3:2].S(Cl)([Cl:17])=O, predict the reaction product. The product is: [C:1]([N:4]1[CH2:9][CH2:8][CH:7]([CH2:10][CH2:11][C:12]([Cl:17])=[O:14])[CH2:6][CH2:5]1)(=[O:3])[CH3:2]. (3) Given the reactants Br[C:2]1[CH:7]=[CH:6][C:5]([F:8])=[CH:4][C:3]=1[C:9]([F:12])([F:11])[F:10].C(=O)([O-])[O-].[Cs+].[Cs+].[N:19]1[CH:24]=[CH:23][C:22](B(O)O)=[CH:21][CH:20]=1.[Cl-].[NH4+], predict the reaction product. The product is: [F:8][C:5]1[CH:4]=[C:3]([C:9]([F:12])([F:11])[F:10])[C:2]([C:22]2[CH:23]=[CH:24][N:19]=[CH:20][CH:21]=2)=[CH:7][CH:6]=1. (4) The product is: [ClH:60].[NH2:1][CH2:2][C@H:3]1[CH2:8][CH2:7][C@H:6]([C:9]([NH:11][C@@H:12]([CH2:36][C:37]2[CH:38]=[CH:39][C:40]([C:43]3[CH:48]=[CH:47][C:46]([C:49](=[O:58])[NH:50][C@H:51]4[CH2:56][CH2:55][C@H:54]([OH:57])[CH2:53][CH2:52]4)=[CH:45][C:44]=3[CH3:59])=[CH:41][CH:42]=2)[C:13]([NH:15][C:16]2[CH:17]=[CH:18][C:19]([C:22]3[NH:23][C:24]([C:27]([F:34])([F:35])[C:28]([F:32])([F:33])[C:29]([OH:31])=[O:30])=[N:25][N:26]=3)=[CH:20][CH:21]=2)=[O:14])=[O:10])[CH2:5][CH2:4]1. Given the reactants [NH2:1][CH2:2][C@H:3]1[CH2:8][CH2:7][C@H:6]([C:9]([NH:11][C@@H:12]([CH2:36][C:37]2[CH:42]=[CH:41][C:40]([C:43]3[CH:48]=[CH:47][C:46]([C:49](=[O:58])[NH:50][C@H:51]4[CH2:56][CH2:55][C@H:54]([OH:57])[CH2:53][CH2:52]4)=[CH:45][C:44]=3[CH3:59])=[CH:39][CH:38]=2)[C:13]([NH:15][C:16]2[CH:21]=[CH:20][C:19]([C:22]3[NH:23][C:24]([C:27]([F:35])([F:34])[C:28]([F:33])([F:32])[C:29]([OH:31])=[O:30])=[N:25][N:26]=3)=[CH:18][CH:17]=2)=[O:14])=[O:10])[CH2:5][CH2:4]1.[ClH:60], predict the reaction product. (5) Given the reactants [C:1]([O:5][C:6](=[O:28])[NH:7][C@@H:8]([CH3:27])[CH2:9][N:10]1[C:18]2[C:13](=[CH:14][CH:15]=[CH:16][CH:17]=2)[C:12]2[CH:19]=[C:20]([C:24]([NH2:26])=[O:25])[C:21]([NH2:23])=[N:22][C:11]1=2)([CH3:4])([CH3:3])[CH3:2].[CH2:29](N1C2C(=CC=CC=2)C2C=C(C(N)=O)C(NC)=NC1=2)C, predict the reaction product. The product is: [C:1]([O:5][C:6](=[O:28])[NH:7][C@@H:8]([CH3:27])[CH2:9][N:10]1[C:18]2[C:13](=[CH:14][CH:15]=[CH:16][CH:17]=2)[C:12]2[CH:19]=[C:20]([C:24]([NH2:26])=[O:25])[C:21]([NH:23][CH3:29])=[N:22][C:11]1=2)([CH3:4])([CH3:2])[CH3:3]. (6) Given the reactants [C:1]([O:5][C:6]([N:8]([CH:32]([CH3:34])[CH3:33])[C:9]1[S:10][C:11]([C:14]2[CH:15]=[C:16]([C:26]3[CH:31]=[CH:30][CH:29]=[CH:28][CH:27]=3)[C:17]3[N:18]([CH:20]=[C:21]([C:23](O)=[O:24])[N:22]=3)[CH:19]=2)=[CH:12][N:13]=1)=[O:7])([CH3:4])([CH3:3])[CH3:2].C(Cl)CCl.C1C=CC2N(O)N=[N:45][C:43]=2C=1.CCN(CC)CC.CN, predict the reaction product. The product is: [CH:32]([N:8]([C:9]1[S:10][C:11]([C:14]2[CH:15]=[C:16]([C:26]3[CH:27]=[CH:28][CH:29]=[CH:30][CH:31]=3)[C:17]3[N:18]([CH:20]=[C:21]([C:23](=[O:24])[NH:45][CH3:43])[N:22]=3)[CH:19]=2)=[CH:12][N:13]=1)[C:6](=[O:7])[O:5][C:1]([CH3:3])([CH3:2])[CH3:4])([CH3:34])[CH3:33]. (7) Given the reactants F[C:2]1[CH:10]=[CH:9][C:5]([C:6]([OH:8])=[O:7])=[CH:4][C:3]=1[N+:11]([O-:13])=[O:12].Cl.[CH2:15]([O:22][C:23]1[CH:29]=[CH:28][C:26]([NH2:27])=[CH:25][CH:24]=1)[C:16]1[CH:21]=[CH:20][CH:19]=[CH:18][CH:17]=1.CCN(CC)CC.Cl, predict the reaction product. The product is: [CH2:15]([O:22][C:23]1[CH:24]=[CH:25][C:26]([NH:27][C:2]2[CH:10]=[CH:9][C:5]([C:6]([OH:8])=[O:7])=[CH:4][C:3]=2[N+:11]([O-:13])=[O:12])=[CH:28][CH:29]=1)[C:16]1[CH:17]=[CH:18][CH:19]=[CH:20][CH:21]=1. (8) Given the reactants [Si:1]([O:8][CH2:9][C:10]1[N:14]([CH2:15][C:16]([C:18]2[CH:23]=[CH:22][C:21]([Cl:24])=[CH:20][CH:19]=2)=O)[C:13]([C:25](O)=[O:26])=[CH:12][CH:11]=1)([C:4]([CH3:7])([CH3:6])[CH3:5])([CH3:3])[CH3:2].[CH2:28]([NH2:31])[CH2:29][NH2:30].C(Cl)Cl.O, predict the reaction product. The product is: [Si:1]([O:8][CH2:9][C:10]1[N:14]2[CH2:15][C:16]3([C:18]4[CH:23]=[CH:22][C:21]([Cl:24])=[CH:20][CH:19]=4)[NH:31][CH2:28][CH2:29][N:30]3[C:25](=[O:26])[C:13]2=[CH:12][CH:11]=1)([C:4]([CH3:6])([CH3:5])[CH3:7])([CH3:2])[CH3:3]. (9) Given the reactants [NH:1]1[C:5]2=[N:6][CH:7]=[CH:8][CH:9]=[C:4]2[C:3]([C:10]([O:12][CH3:13])=[O:11])=[N:2]1.CN(C=O)C.[H-].[Na+].[CH3:21][Si:22]([CH3:29])([CH3:28])[CH2:23][CH2:24][O:25][CH2:26]Cl, predict the reaction product. The product is: [CH3:21][Si:22]([CH3:29])([CH3:28])[CH2:23][CH2:24][O:25][CH2:26][N:1]1[C:5]2=[N:6][CH:7]=[CH:8][CH:9]=[C:4]2[C:3]([C:10]([O:12][CH3:13])=[O:11])=[N:2]1. (10) Given the reactants [CH:1]1[C:14]2[NH:13][C:12]3[C:7](=[CH:8][CH:9]=[CH:10][CH:11]=3)[O:6][C:5]=2[CH:4]=[CH:3][CH:2]=1.[H-].[Na+].Br[CH2:18][C:19]([O:21][CH2:22][CH3:23])=[O:20].O, predict the reaction product. The product is: [CH2:22]([O:21][C:19](=[O:20])[CH2:18][N:13]1[C:14]2[CH:1]=[CH:2][CH:3]=[CH:4][C:5]=2[O:6][C:7]2[C:12]1=[CH:11][CH:10]=[CH:9][CH:8]=2)[CH3:23].